From a dataset of Full USPTO retrosynthesis dataset with 1.9M reactions from patents (1976-2016). Predict the reactants needed to synthesize the given product. Given the product [Br:27][C:25]1[CH:26]=[C:21]([CH:22]=[C:23]([Br:29])[C:24]=1[OH:28])[CH2:20][C@H:19]([C:30]([NH:45][C@H:44]([C:46]([N:48]1[CH2:53][CH2:52][N:51]([C:54]2[CH:55]=[CH:56][N:57]=[CH:58][CH:59]=2)[CH2:50][CH2:49]1)=[O:47])[CH2:43][CH2:42][CH2:41][CH2:40][NH:39][C:37]([O:36][C:34]([CH3:33])([CH3:60])[CH3:35])=[O:38])=[O:32])[NH2:18], predict the reactants needed to synthesize it. The reactants are: C1C2C(COC([NH:18][C@@H:19]([C:30]([OH:32])=O)[CH2:20][C:21]3[CH:26]=[C:25]([Br:27])[C:24]([OH:28])=[C:23]([Br:29])[CH:22]=3)=O)C3C(=CC=CC=3)C=2C=CC=1.[CH3:33][C:34]([CH3:60])([O:36][C:37]([NH:39][CH2:40][CH2:41][CH2:42][CH2:43][C@@H:44]([C:46]([N:48]1[CH2:53][CH2:52][N:51]([C:54]2[CH:59]=[CH:58][N:57]=[CH:56][CH:55]=2)[CH2:50][CH2:49]1)=[O:47])[NH2:45])=[O:38])[CH3:35].CN(C(ON1N=NC2C=CC=CC1=2)=[N+](C)C)C.[B-](F)(F)(F)F.C1C=CC2N(O)N=NC=2C=1.CCN(C(C)C)C(C)C.C(NCC)C.